This data is from Forward reaction prediction with 1.9M reactions from USPTO patents (1976-2016). The task is: Predict the product of the given reaction. (1) Given the reactants C[O:2][C:3]1[CH:8]=[C:7]([CH3:9])[CH:6]=[CH:5][C:4]=1C.N([O-])=[O:12].[Na+], predict the reaction product. The product is: [CH3:9][C:7]1[CH:8]=[C:3]([OH:2])[C:4](=[CH:5][CH:6]=1)[OH:12]. (2) The product is: [N+:17]([C:14]1[CH:13]=[N:12][C:11]([N:4]2[CH:5]3[CH2:8][CH2:9][N:1]([CH2:7][CH2:6]3)[CH2:2][CH2:3]2)=[N:16][CH:15]=1)([O-:19])=[O:18]. Given the reactants [N:1]12[CH2:9][CH2:8][CH:5]([CH2:6][CH2:7]1)[NH:4][CH2:3][CH2:2]2.Cl[C:11]1[N:16]=[CH:15][C:14]([N+:17]([O-:19])=[O:18])=[CH:13][N:12]=1.C(=O)(O)[O-].[Na+], predict the reaction product. (3) Given the reactants [Cl:1][C:2]1[C:7]([O:8][CH2:9][CH2:10][O:11][C:12]2[CH:17]=[CH:16][CH:15]=[CH:14][CH:13]=2)=[CH:6][CH:5]=[CH:4][N:3]=1.O.O.O.O.O.O.[NH:24]1[CH2:29][CH2:28][NH:27][CH2:26][CH2:25]1, predict the reaction product. The product is: [ClH:1].[ClH:1].[O:11]([CH2:10][CH2:9][O:8][C:7]1[C:2]([N:24]2[CH2:29][CH2:28][NH:27][CH2:26][CH2:25]2)=[N:3][CH:4]=[CH:5][CH:6]=1)[C:12]1[CH:17]=[CH:16][CH:15]=[CH:14][CH:13]=1.